This data is from Reaction yield outcomes from USPTO patents with 853,638 reactions. The task is: Predict the reaction yield, written as a fraction of the theoretical maximum amount of product (1.0 means a 100% yield; for example, 0.34 means a 34% yield). (1) The yield is 0.680. The product is [F:15][C:2]([F:1])([F:14])[C:3]1[CH:4]=[C:5]2[C:9](=[CH:10][CH:11]=1)[NH:8][CH:7]=[CH:6]2. The catalyst is C1COCC1. The reactants are [F:1][C:2]([F:15])([F:14])[C:3]1[CH:4]=[C:5]2[C:9](=[CH:10][CH:11]=1)[NH:8][C:7](=O)[C:6]2=O.B.C1COCC1. (2) No catalyst specified. The yield is 0.350. The reactants are [NH2:1][C:2]1[CH:30]=[CH:29][C:5]([CH2:6][C:7]2[NH:15][C:14]3[C:13](=[O:16])[N:12]([CH2:17][C:18]4[CH:23]=[CH:22][CH:21]=[CH:20][CH:19]=4)[C:11](=[O:24])[N:10]([CH2:25][CH2:26][CH2:27][CH3:28])[C:9]=3[N:8]=2)=[CH:4][CH:3]=1.[CH3:31][S:32](Cl)(=[O:34])=[O:33]. The product is [CH2:17]([N:12]1[C:13](=[O:16])[C:14]2[NH:15][C:7]([CH2:6][C:5]3[CH:4]=[CH:3][C:2]([NH:1][S:32]([CH3:31])(=[O:34])=[O:33])=[CH:30][CH:29]=3)=[N:8][C:9]=2[N:10]([CH2:25][CH2:26][CH2:27][CH3:28])[C:11]1=[O:24])[C:18]1[CH:23]=[CH:22][CH:21]=[CH:20][CH:19]=1. (3) The reactants are [Cl:1][C:2]1[CH:3]=[C:4]2[C:9](=[CH:10][CH:11]=1)[CH:8]=[C:7]([C:12]1[C:20]3[C:15](=[CH:16][CH:17]=[C:18]([C:21]#[N:22])[CH:19]=3)[N:14](C3CCCCO3)[N:13]=1)[CH:6]=[CH:5]2.[ClH:29].[CH2:30]([OH:32])[CH3:31]. No catalyst specified. The product is [ClH:1].[ClH:29].[CH2:30]([O:32][C:21]([C:18]1[CH:19]=[C:20]2[C:15](=[CH:16][CH:17]=1)[NH:14][N:13]=[C:12]2[C:7]1[CH:6]=[CH:5][C:4]2[C:9](=[CH:10][CH:11]=[C:2]([Cl:1])[CH:3]=2)[CH:8]=1)=[NH:22])[CH3:31]. The yield is 0.610. (4) The reactants are B(Br)(Br)Br.[Cl:5][C:6]1[CH:15]=[C:14]([O:16]C)[C:13]([Cl:18])=[C:12]2[C:7]=1[CH2:8][CH2:9][N:10](C(OC(C)(C)C)=O)[C:11]2=[O:19].O. The catalyst is ClCCl. The product is [Cl:5][C:6]1[CH:15]=[C:14]([OH:16])[C:13]([Cl:18])=[C:12]2[C:7]=1[CH2:8][CH2:9][NH:10][C:11]2=[O:19]. The yield is 0.950.